From a dataset of hERG potassium channel inhibition data for cardiac toxicity prediction from Karim et al.. Regression/Classification. Given a drug SMILES string, predict its toxicity properties. Task type varies by dataset: regression for continuous values (e.g., LD50, hERG inhibition percentage) or binary classification for toxic/non-toxic outcomes (e.g., AMES mutagenicity, cardiotoxicity, hepatotoxicity). Dataset: herg_karim. (1) The drug is Cc1cc(C)nc(N2C[C@H]3CN(C(=O)c4ccc(F)cc4-n4nccn4)C[C@H]3C2)n1. The result is 0 (non-blocker). (2) The drug is COc1cc(C(C)(C)CN2CCN(CCc3ccc4c(c3C)COC4=O)CC2)ccc1C#N. The result is 1 (blocker). (3) The molecule is C[C@H]1[C@@H](C)OC(C)(C)C(=O)N1c1cc(-c2cc(C(F)(F)F)c3c(N)ncnn23)ccc1C#N. The result is 0 (non-blocker). (4) The compound is C[C@@H]1CCCN1CCCOc1ccc(N2CCN(C(=O)c3cc(F)cc(F)c3)CC2=O)cc1.O=CO. The result is 1 (blocker). (5) The drug is c1ccc([C@]2(CCNCc3cccs3)CCOC3(CCCC3)C2)nc1. The result is 1 (blocker). (6) The drug is CC(C)N1CCN(C(=O)N2CCC(C(C)(C)C)CC2)CC1. The result is 0 (non-blocker). (7) The drug is CCN1CCC(Nc2ccc3c(c2)C(=C(c2ccc(Cl)cc2)c2ncc[nH]2)C(=O)N3)CC1. The result is 1 (blocker). (8) The compound is CSc1ccc2c(c1)N(CC[C@H]1CCCC[NH+]1C)c1ccccc1S2. The result is 1 (blocker).